Dataset: NCI-60 drug combinations with 297,098 pairs across 59 cell lines. Task: Regression. Given two drug SMILES strings and cell line genomic features, predict the synergy score measuring deviation from expected non-interaction effect. Drug 1: C1CN1P(=S)(N2CC2)N3CC3. Drug 2: COC1=C2C(=CC3=C1OC=C3)C=CC(=O)O2. Cell line: A498. Synergy scores: CSS=8.96, Synergy_ZIP=1.81, Synergy_Bliss=2.09, Synergy_Loewe=2.20, Synergy_HSA=2.22.